From a dataset of Carcinogenicity classification data from Lagunin et al.. Regression/Classification. Given a drug SMILES string, predict its toxicity properties. Task type varies by dataset: regression for continuous values (e.g., LD50, hERG inhibition percentage) or binary classification for toxic/non-toxic outcomes (e.g., AMES mutagenicity, cardiotoxicity, hepatotoxicity). Dataset: carcinogens_lagunin. (1) The molecule is Nc1c(F)c(N)c(F)c(F)c1F. The result is 1 (carcinogenic). (2) The molecule is CCOc1ccc2c(c1)C(C)=CC(C)(C)N2. The result is 0 (non-carcinogenic). (3) The drug is CCCCNc1ccc(C(=O)OCCOCCOCCOCCOCCOCCOCCOCCOCCOC)cc1. The result is 0 (non-carcinogenic). (4) The drug is CC(=O)OCC1=C(C(=O)O)N2C(=O)[C@@H](NC(=O)Cc3cccs3)[C@H]2SC1. The result is 0 (non-carcinogenic). (5) The molecule is CNCC(O)C(O)C(O)C(O)CO. The result is 0 (non-carcinogenic). (6) The drug is O=C(O)CNC(=O)C(CS)Cc1ccccc1. The result is 0 (non-carcinogenic). (7) The molecule is CN1C2CCC1CC(NC(=O)c1cc(Cl)cc3c1OC(C)(C)C3)C2. The result is 1 (carcinogenic). (8) The drug is CN(C)CCC(c1ccccc1)c1ccccn1. The result is 0 (non-carcinogenic). (9) The molecule is Cn1nnnc1SCC1=C(C(=O)O)N2C(=O)[C@@H](NC(=O)[C@H](O)c3ccccc3)[C@H]2SC1. The result is 0 (non-carcinogenic).